This data is from Forward reaction prediction with 1.9M reactions from USPTO patents (1976-2016). The task is: Predict the product of the given reaction. (1) Given the reactants [Cl:1][C:2]1[CH:3]=[C:4]([CH:6]=[CH:7][C:8]=1[Cl:9])[NH2:5].[C:10]([O:15][CH2:16][CH2:17][CH2:18][CH3:19])(=[O:14])[C:11]([CH3:13])=O, predict the reaction product. The product is: [CH2:16]([O:15][C:10](=[O:14])[C@H:11]([CH3:13])[NH:5][C:4]1[CH:6]=[CH:7][C:8]([Cl:9])=[C:2]([Cl:1])[CH:3]=1)[CH2:17][CH2:18][CH3:19]. (2) Given the reactants [CH2:1]([S:3]([N:6]1[CH2:11][CH2:10][CH:9]([C:12]2[C:20]3[C:15](=[C:16]([C:35]([NH2:37])=[O:36])[CH:17]=[C:18]([C:21]4[CH:26]=[CH:25][CH:24]=[C:23]([CH2:27][NH:28][C:29](=[O:34])CCCC)[CH:22]=4)[CH:19]=3)[NH:14][CH:13]=2)[CH2:8][CH2:7]1)(=[O:5])=[O:4])[CH3:2].CC1(C)C(C)(C)OB(C2C=[C:48]([CH2:52][NH:53][C:54](=[O:59])[CH2:55]CCC)[CH:49]=[CH:50][CH:51]=2)O1, predict the reaction product. The product is: [C:54]([N:53]1[CH2:52][CH2:48][CH:49]([C:29]([NH:28][CH2:27][C:23]2[CH:22]=[C:21]([C:18]3[CH:19]=[C:20]4[C:15](=[C:16]([C:35]([NH2:37])=[O:36])[CH:17]=3)[NH:14][CH:13]=[C:12]4[CH:9]3[CH2:8][CH2:7][N:6]([S:3]([CH2:1][CH3:2])(=[O:4])=[O:5])[CH2:11][CH2:10]3)[CH:26]=[CH:25][CH:24]=2)=[O:34])[CH2:50][CH2:51]1)(=[O:59])[CH3:55].